From a dataset of Reaction yield outcomes from USPTO patents with 853,638 reactions. Predict the reaction yield, written as a fraction of the theoretical maximum amount of product (1.0 means a 100% yield; for example, 0.34 means a 34% yield). (1) The reactants are [O:1]=[C:2]1[C:6]2([CH2:11][CH2:10][NH:9][CH2:8][CH2:7]2)[N:5]([C:12]2[CH:17]=[CH:16][CH:15]=[CH:14][CH:13]=2)[CH2:4][N:3]1[CH2:18][C:19]1[CH:31]=[CH:30][CH:29]=[CH:28][C:20]=1[C:21]([O:23][C:24]([CH3:27])([CH3:26])[CH3:25])=[O:22].Cl[CH2:33][CH2:34][CH2:35][N:36]1[C:40]2[CH:41]=[CH:42][CH:43]=[CH:44][C:39]=2[N:38]([CH:45]2[CH2:47][CH2:46]2)[C:37]1=[O:48].[I-].[Na+].C(=O)([O-])[O-].[K+].[K+]. The catalyst is CC(=O)CC. The product is [CH:45]1([N:38]2[C:39]3[CH:44]=[CH:43][CH:42]=[CH:41][C:40]=3[N:36]([CH2:35][CH2:34][CH2:33][N:9]3[CH2:8][CH2:7][C:6]4([N:5]([C:12]5[CH:13]=[CH:14][CH:15]=[CH:16][CH:17]=5)[CH2:4][N:3]([CH2:18][C:19]5[CH:31]=[CH:30][CH:29]=[CH:28][C:20]=5[C:21]([O:23][C:24]([CH3:27])([CH3:25])[CH3:26])=[O:22])[C:2]4=[O:1])[CH2:11][CH2:10]3)[C:37]2=[O:48])[CH2:47][CH2:46]1. The yield is 0.760. (2) The reactants are [N:1]12[CH2:8][CH2:7][C:4]([C:9]([C:17]3[CH:22]=[CH:21][CH:20]=[CH:19][CH:18]=3)([C:11]3[CH:16]=[CH:15][CH:14]=[CH:13][CH:12]=3)[OH:10])([CH2:5][CH2:6]1)[CH2:3][CH2:2]2.[Cl:23][C:24]1[CH:25]=[C:26]([O:30][CH2:31][CH2:32][CH2:33][Br:34])[CH:27]=[CH:28][CH:29]=1. The catalyst is CC#N. The product is [Br-:34].[Cl:23][C:24]1[CH:25]=[C:26]([O:30][CH2:31][CH2:32][CH2:33][N+:1]23[CH2:6][CH2:5][C:4]([C:9]([OH:10])([C:17]4[CH:22]=[CH:21][CH:20]=[CH:19][CH:18]=4)[C:11]4[CH:12]=[CH:13][CH:14]=[CH:15][CH:16]=4)([CH2:3][CH2:2]2)[CH2:7][CH2:8]3)[CH:27]=[CH:28][CH:29]=1. The yield is 0.744. (3) The reactants are [CH3:1][O:2][CH2:3][C:4]([OH:6])=O.[Cl:7][C:8]1[CH:9]=[C:10]([NH:22][C:23]2[C:32]3[C:27](=[CH:28][CH:29]=[CH:30][C:31]=3[O:33][C@@H:34]([CH3:38])[CH2:35][NH:36][CH3:37])[N:26]=[CH:25][N:24]=2)[CH:11]=[CH:12][C:13]=1[O:14][CH2:15][C:16]1[CH:21]=[CH:20][CH:19]=[CH:18][N:17]=1. No catalyst specified. The product is [Cl:7][C:8]1[CH:9]=[C:10]([NH:22][C:23]2[C:32]3[C:27](=[CH:28][CH:29]=[CH:30][C:31]=3[O:33][C@@H:34]([CH3:38])[CH2:35][N:36]([CH3:37])[C:4](=[O:6])[CH2:3][O:2][CH3:1])[N:26]=[CH:25][N:24]=2)[CH:11]=[CH:12][C:13]=1[O:14][CH2:15][C:16]1[CH:21]=[CH:20][CH:19]=[CH:18][N:17]=1. The yield is 0.390. (4) The reactants are [CH2:1]([C:5]1[C:10]([CH3:11])=[C:9]([O:12][CH3:13])[C:8]([CH3:14])=[C:7]([CH3:15])[C:6]=1[O:16][CH3:17])[CH2:2][CH:3]=[CH2:4].C12BC(CCC1)CCC2.[OH-].[Na+].OO.B.C([O-])([O-])=[O:33].[K+].[K+].C(OC(C)C)(=O)C. The catalyst is C1COCC1. The product is [CH3:17][O:16][C:6]1[C:7]([CH3:15])=[C:8]([CH3:14])[C:9]([O:12][CH3:13])=[C:10]([CH3:11])[C:5]=1[CH2:1][CH2:2][CH2:3][CH2:4][OH:33]. The yield is 0.603. (5) The reactants are Br[C:2]1[CH:8]=[CH:7][C:5]([NH2:6])=[C:4]([F:9])[CH:3]=1.[CH3:10][PH:11](=[O:13])[CH3:12].CC1(C)C2C(=C(P(C3C=CC=CC=3)C3C=CC=CC=3)C=CC=2)OC2C(P(C3C=CC=CC=3)C3C=CC=CC=3)=CC=CC1=2.P([O-])([O-])([O-])=O.[K+].[K+].[K+]. The catalyst is CN(C=O)C.C([O-])(=O)C.[Pd+2].C([O-])(=O)C. The product is [CH3:10][P:11]([C:2]1[CH:8]=[CH:7][C:5]([NH2:6])=[C:4]([F:9])[CH:3]=1)([CH3:12])=[O:13]. The yield is 0.200. (6) The reactants are [CH3:1][N:2]([C:4]1[CH:9]=[CH:8][C:7]([NH:10][S:11]([C:14]2[C:19]([F:20])=[C:18]([F:21])[C:17]([F:22])=[C:16]([F:23])[C:15]=2[F:24])(=[O:13])=[O:12])=[CH:6][CH:5]=1)[CH3:3].[CH3:25][Si]([N-][Si](C)(C)C)(C)C.[Li+].CI. The catalyst is C1COCC1. The product is [CH3:3][N:2]([C:4]1[CH:9]=[CH:8][C:7]([N:10]([CH3:25])[S:11]([C:14]2[C:15]([F:24])=[C:16]([F:23])[C:17]([F:22])=[C:18]([F:21])[C:19]=2[F:20])(=[O:13])=[O:12])=[CH:6][CH:5]=1)[CH3:1]. The yield is 0.600. (7) The product is [C:1]([N:9]1[CH2:14][CH2:13][N:12]([C:15](=[O:30])[C@@H:16]([O:18][C:19]2[CH:28]=[CH:27][CH:26]=[C:25]3[C:20]=2[CH:21]=[CH:22][C:23]([NH:64][CH2:57][C:58]2[CH:63]=[CH:62][CH:61]=[CH:60][CH:59]=2)=[N:24]3)[CH3:17])[C@H:11]([CH3:31])[CH2:10]1)(=[O:8])[C:2]1[CH:7]=[CH:6][CH:5]=[CH:4][CH:3]=1. The reactants are [C:1]([N:9]1[CH2:14][CH2:13][N:12]([C:15](=[O:30])[C@@H:16]([O:18][C:19]2[CH:28]=[CH:27][CH:26]=[C:25]3[C:20]=2[CH:21]=[CH:22][C:23](Cl)=[N:24]3)[CH3:17])[C@H:11]([CH3:31])[CH2:10]1)(=[O:8])[C:2]1[CH:7]=[CH:6][CH:5]=[CH:4][CH:3]=1.[F-].C([N+](CCCC)(CCCC)CCCC)CCC.C(N(CC)CC)C.[CH2:57]([NH2:64])[C:58]1[CH:63]=[CH:62][CH:61]=[CH:60][CH:59]=1. The catalyst is CS(C)=O. The yield is 0.340. (8) The product is [Cl:23][CH2:24][C:25]1[N:8]([CH2:9][C@H:10]2[CH2:15][CH2:14][CH2:13][N:12]([C:16]([O:18][C:19]([CH3:22])([CH3:21])[CH3:20])=[O:17])[CH2:11]2)[C:3]2[CH:4]=[CH:5][CH:6]=[CH:7][C:2]=2[N:1]=1. The catalyst is ClCCl. The yield is 0.940. The reactants are [NH2:1][C:2]1[CH:7]=[CH:6][CH:5]=[CH:4][C:3]=1[NH:8][CH2:9][C@H:10]1[CH2:15][CH2:14][CH2:13][N:12]([C:16]([O:18][C:19]([CH3:22])([CH3:21])[CH3:20])=[O:17])[CH2:11]1.[Cl:23][CH2:24][C:25](OC)(OC)OC.C1(C)C=CC(S(O)(=O)=O)=CC=1. (9) The reactants are [CH3:1][C@H:2]1[CH2:7][NH:6][C@H:5]([CH3:8])[CH2:4][NH:3]1.CS(O)(=O)=O.C([O-])(=O)C.[K+].Cl[C:20]([O:22][CH2:23][CH3:24])=[O:21]. The catalyst is O.O1CCCC1.C(O)C. The product is [CH3:1][C@H:2]1[CH2:7][NH:6][C@H:5]([CH3:8])[CH2:4][N:3]1[C:20]([O:22][CH2:23][CH3:24])=[O:21]. The yield is 0.740.